Dataset: Reaction yield outcomes from USPTO patents with 853,638 reactions. Task: Predict the reaction yield, written as a fraction of the theoretical maximum amount of product (1.0 means a 100% yield; for example, 0.34 means a 34% yield). (1) The reactants are [NH:1]1[CH2:6][CH2:5][O:4][CH2:3][CH2:2]1.[Br:7][C:8]1[CH:13]=[CH:12][C:11]([CH2:14][CH2:15][C:16](Cl)=[O:17])=[CH:10][CH:9]=1. The catalyst is ClCCl.O. The product is [Br:7][C:8]1[CH:9]=[CH:10][C:11]([CH2:14][CH2:15][C:16]([N:1]2[CH2:6][CH2:5][O:4][CH2:3][CH2:2]2)=[O:17])=[CH:12][CH:13]=1. The yield is 0.930. (2) The reactants are [Br:1][CH2:2][CH2:3][O:4][C:5]1[CH:10]=[CH:9][C:8]([N+:11]([O-:13])=[O:12])=[CH:7][C:6]=1[C:14]1[N:18]([CH3:19])[N:17]=[CH:16][CH:15]=1.[Br:20]N1C(=O)CCC1=O. The catalyst is CN(C=O)C. The product is [Br:20][C:15]1[CH:16]=[N:17][N:18]([CH3:19])[C:14]=1[C:6]1[CH:7]=[C:8]([N+:11]([O-:13])=[O:12])[CH:9]=[CH:10][C:5]=1[O:4][CH2:3][CH2:2][Br:1]. The yield is 0.810. (3) The reactants are Cl[C:2]1[C:11]2[C:6](=[CH:7][CH:8]=[C:9]([CH:12]=[O:13])[CH:10]=2)[N:5]=[CH:4][CH:3]=1.[N:14]1[CH:19]=[CH:18][C:17](B(O)O)=[CH:16][CH:15]=1.C([O-])([O-])=O.[K+].[K+]. The catalyst is CN(C=O)C. The product is [N:14]1[CH:19]=[CH:18][C:17]([C:2]2[C:11]3[C:6](=[CH:7][CH:8]=[C:9]([CH:12]=[O:13])[CH:10]=3)[N:5]=[CH:4][CH:3]=2)=[CH:16][CH:15]=1. The yield is 0.510. (4) The reactants are Cl[C:2]1[CH:7]=[C:6]([C:8]([F:11])([F:10])[F:9])[N:5]=[C:4]([C:12]2[CH:17]=[CH:16][CH:15]=[C:14]([Cl:18])[CH:13]=2)[CH:3]=1.[NH2:19][C:20]1[CH:29]=[CH:28][C:23]([CH2:24][CH2:25][CH2:26][OH:27])=[CH:22][CH:21]=1.C1C=CC(P(C2C(C3C(P(C4C=CC=CC=4)C4C=CC=CC=4)=CC=C4C=3C=CC=C4)=C3C(C=CC=C3)=CC=2)C2C=CC=CC=2)=CC=1.C(=O)([O-])[O-].[Cs+].[Cs+]. The catalyst is O1CCOCC1.O.C(OCC)(=O)C.C([O-])(=O)C.[Pd+2].C([O-])(=O)C. The product is [Cl:18][C:14]1[CH:13]=[C:12]([C:4]2[CH:3]=[C:2]([NH:19][C:20]3[CH:21]=[CH:22][C:23]([CH2:24][CH2:25][CH2:26][OH:27])=[CH:28][CH:29]=3)[CH:7]=[C:6]([C:8]([F:11])([F:10])[F:9])[N:5]=2)[CH:17]=[CH:16][CH:15]=1. The yield is 0.150.